From a dataset of Forward reaction prediction with 1.9M reactions from USPTO patents (1976-2016). Predict the product of the given reaction. (1) The product is: [Cl:1][C:2]1[CH:3]=[C:4]([F:12])[C:5]([NH:13][C:44]([NH:17][C:18]2[CH:23]=[CH:22][C:21]([C:24]3[CH:32]=[CH:31][C:30]([C:33]4[NH:34][C:35]([CH3:38])=[CH:36][N:37]=4)=[C:29]4[C:25]=3[CH2:26][NH:27][C:28]4=[O:39])=[C:20]([F:40])[CH:19]=2)=[O:43])=[C:9]([F:11])[CH:10]=1. Given the reactants [Cl:1][C:2]1[CH:10]=[C:9]([F:11])[C:5](C(O)=O)=[C:4]([F:12])[CH:3]=1.[N-:13]=[N+]=[N-].[Na+].[NH2:17][C:18]1[CH:23]=[CH:22][C:21]([C:24]2[CH:32]=[CH:31][C:30]([C:33]3[NH:34][C:35]([CH3:38])=[CH:36][N:37]=3)=[C:29]3[C:25]=2[CH2:26][NH:27][C:28]3=[O:39])=[C:20]([F:40])[CH:19]=1.C([O:43][CH2:44]C)C, predict the reaction product. (2) The product is: [CH3:1][O:2][C:3](=[O:22])[CH2:4][C:5]1[CH:10]=[C:9]([S:37]([C:34]2[S:35][CH:36]=[C:32]([C:29]3[CH:28]=[CH:27][C:26]([C:25]([F:41])([F:24])[F:40])=[CH:31][CH:30]=3)[CH:33]=2)(=[O:39])=[O:38])[CH:8]=[C:7]([O:19][CH2:20][CH3:21])[CH:6]=1. Given the reactants [CH3:1][O:2][C:3](=[O:22])[CH2:4][C:5]1[CH:10]=[C:9](OS(C(F)(F)F)(=O)=O)[CH:8]=[C:7]([O:19][CH2:20][CH3:21])[CH:6]=1.[Na+].[F:24][C:25]([F:41])([F:40])[C:26]1[CH:31]=[CH:30][C:29]([C:32]2[CH:33]=[C:34]([S:37]([O-:39])=[O:38])[S:35][CH:36]=2)=[CH:28][CH:27]=1.C(=O)([O-])[O-].[Cs+].[Cs+].C1(C)C=CC=CC=1.CC1(C)C2C(=C(P(C3C=CC=CC=3)C3C=CC=CC=3)C=CC=2)OC2C(P(C3C=CC=CC=3)C3C=CC=CC=3)=CC=CC1=2, predict the reaction product. (3) Given the reactants [O:1]1[CH2:5][CH2:4][CH:3]([C:6]([N:8]2[CH2:17][CH2:16][C:15]3[C:10](=[CH:11][CH:12]=[C:13]([C:18]([NH:20][O:21]C4CCCCO4)=[O:19])[CH:14]=3)[CH2:9]2)=[O:7])[CH2:2]1.Cl, predict the reaction product. The product is: [OH:21][NH:20][C:18]([C:13]1[CH:14]=[C:15]2[C:10](=[CH:11][CH:12]=1)[CH2:9][N:8]([C:6]([CH:3]1[CH2:4][CH2:5][O:1][CH2:2]1)=[O:7])[CH2:17][CH2:16]2)=[O:19]. (4) The product is: [Cl:18][C:19]1[C:20]([NH:2][CH2:3][CH2:4][CH2:5][C:6]([O:8][C:9]([CH3:12])([CH3:11])[CH3:10])=[O:7])=[N:21][CH:22]=[C:23]([C:24]#[N:25])[CH:26]=1. Given the reactants Cl.[NH2:2][CH2:3][CH2:4][CH2:5][C:6]([O:8][C:9]([CH3:12])([CH3:11])[CH3:10])=[O:7].C(=O)(O)[O-].[Na+].[Cl:18][C:19]1[C:20](Cl)=[N:21][CH:22]=[C:23]([CH:26]=1)[C:24]#[N:25], predict the reaction product. (5) Given the reactants [CH:1]([C@H:3]1[CH2:7][O:6][C:5]([CH3:9])([CH3:8])[N:4]1[C:10]([O:12][C:13]([CH3:16])([CH3:15])[CH3:14])=[O:11])=[O:2].[F:17][C:18]1[CH:23]=[C:22]([CH2:24][CH2:25][N+:26]([O-:28])=[O:27])[CH:21]=[C:20]([F:29])[CH:19]=1.[F-].C([N+](CCCC)(CCCC)CCCC)CCC.[Cl-].[Na+], predict the reaction product. The product is: [C:13]([O:12][C:10]([N:4]1[CH:3]([C@@H:1]([OH:2])[C@@H:25]([N+:26]([O-:28])=[O:27])[CH2:24][C:22]2[CH:23]=[C:18]([F:17])[CH:19]=[C:20]([F:29])[CH:21]=2)[CH2:7][O:6][C:5]1([CH3:9])[CH3:8])=[O:11])([CH3:16])([CH3:15])[CH3:14]. (6) Given the reactants Cl[C:2]1[C:11]2[C:6](=[C:7]([N+:12]([O-:14])=[O:13])[CH:8]=[CH:9][CH:10]=2)[N:5]=[C:4]([CH3:15])[N:3]=1, predict the reaction product. The product is: [CH:6]([NH:5][C:2]1[C:11]2[C:6](=[C:7]([N+:12]([O-:14])=[O:13])[CH:8]=[CH:9][CH:10]=2)[N:5]=[C:4]([CH3:15])[N:3]=1)([CH3:11])[CH3:7]. (7) Given the reactants [F:1][C:2]1([F:17])[O:6][C:5]2[CH:7]=[CH:8][C:9]([C:11]3([C:14]([OH:16])=O)[CH2:13][CH2:12]3)=[CH:10][C:4]=2[O:3]1.F[P-](F)(F)(F)(F)F.CN(C(N(C)C)=[N+]1C2C(=NC=CC=2)[N+]([O-])=N1)C.[NH2:42][C@H:43]1[CH2:48][C@@H:47]([C:49]2[CH:54]=[CH:53][CH:52]=[C:51]([O:55][CH3:56])[CH:50]=2)[O:46][C@@H:45]([C:57]2[CH:58]=[C:59]([CH:65]=[CH:66][CH:67]=2)[C:60]([O:62][CH2:63][CH3:64])=[O:61])[CH2:44]1.C(N(C(C)C)C(C)C)C, predict the reaction product. The product is: [F:17][C:2]1([F:1])[O:6][C:5]2[CH:7]=[CH:8][C:9]([C:11]3([C:14]([NH:42][C@H:43]4[CH2:48][C@@H:47]([C:49]5[CH:54]=[CH:53][CH:52]=[C:51]([O:55][CH3:56])[CH:50]=5)[O:46][C@@H:45]([C:57]5[CH:58]=[C:59]([CH:65]=[CH:66][CH:67]=5)[C:60]([O:62][CH2:63][CH3:64])=[O:61])[CH2:44]4)=[O:16])[CH2:12][CH2:13]3)=[CH:10][C:4]=2[O:3]1. (8) The product is: [NH2:1][C@H:2]1[CH2:7][CH2:6][C@H:5]([C:8]([O:10][CH2:11][CH3:12])=[O:9])[CH2:4][CH2:3]1. Given the reactants [NH2:1][C@H:2]1[CH2:7][CH2:6][C@H:5]([C:8]([OH:10])=[O:9])[CH2:4][CH2:3]1.[CH3:11][CH2:12]O.Cl, predict the reaction product. (9) Given the reactants C(S[C:5]1[CH:10]=[CH:9][CH:8]=[CH:7][C:6]=1[C:11]1[N:23]([CH3:24])[C:14]2=[N:15][CH:16]=[C:17]([C:19]([F:22])([F:21])[F:20])[CH:18]=[C:13]2[N:12]=1)CC.Cl[C:26]1C=CC=C(C(OO)=O)[CH:27]=1.C(=O)([O-])O.[Na+].[S:41]([O-:45])([O-])(=[O:43])=S.[Na+].[Na+], predict the reaction product. The product is: [CH2:26]([S:41]([C:5]1[CH:10]=[CH:9][CH:8]=[CH:7][C:6]=1[C:11]1[N:23]([CH3:24])[C:14]2=[N:15][CH:16]=[C:17]([C:19]([F:22])([F:20])[F:21])[CH:18]=[C:13]2[N:12]=1)(=[O:45])=[O:43])[CH3:27].